Dataset: Full USPTO retrosynthesis dataset with 1.9M reactions from patents (1976-2016). Task: Predict the reactants needed to synthesize the given product. (1) Given the product [CH2:1]([NH:8][C:9]1[CH:14]=[C:13]([NH:15][C:16]2[CH:17]=[CH:18][C:19]([N:22]3[CH2:28][CH2:27][CH2:26][NH:25][CH2:24][CH2:23]3)=[CH:20][CH:21]=2)[N:12]=[CH:11][C:10]=1[CH2:35][C:36]([NH2:38])=[O:37])[C:2]1[CH:7]=[CH:6][CH:5]=[CH:4][CH:3]=1, predict the reactants needed to synthesize it. The reactants are: [CH2:1]([NH:8][C:9]1[CH:14]=[C:13]([NH:15][C:16]2[CH:21]=[CH:20][C:19]([N:22]3[CH2:28][CH2:27][CH2:26][N:25](C(=O)C(F)(F)F)[CH2:24][CH2:23]3)=[CH:18][CH:17]=2)[N:12]=[CH:11][C:10]=1[CH2:35][C:36]([NH2:38])=[O:37])[C:2]1[CH:7]=[CH:6][CH:5]=[CH:4][CH:3]=1. (2) Given the product [N:24]1([C:30]2[S:32][CH:6]=[C:5]([C:14]3[CH:15]=[CH:16][CH:17]=[C:18](/[C:8](=[CH:7]\[CH:6]=[CH:5]/[C:14]4[CH:15]=[CH:16][C:17]([C:20]([F:21])([F:22])[F:23])=[CH:18][CH:19]=4)/[C:9]([O:11][CH2:12][CH3:13])=[O:10])[CH:19]=3)[N:31]=2)[CH2:29][CH2:28][CH2:27][CH2:26][CH2:25]1, predict the reactants needed to synthesize it. The reactants are: BrCC(/[C:5](/[C:14]1[CH:19]=[CH:18][C:17]([C:20]([F:23])([F:22])[F:21])=[CH:16][CH:15]=1)=[CH:6]\[CH:7]=[CH:8]\[C:9]([O:11][CH2:12][CH3:13])=[O:10])=O.[N:24]1([C:30](=[S:32])[NH2:31])[CH2:29][CH2:28][CH2:27][CH2:26][CH2:25]1.C(=O)([O-])O.[Na+]. (3) Given the product [CH3:36][C:24]1([CH3:37])[CH:23]([NH:22][C:19](=[O:20])[CH2:18][C@@H:3]2[C:2](=[O:1])[NH:7][CH:6]=[CH:5][N:4]2[S:8]([C:11]2[CH:12]=[CH:13][C:14]([CH3:15])=[CH:16][CH:17]=2)(=[O:10])=[O:9])[CH2:28][CH2:27][N:26]([C:29]([O:31][C:32]([CH3:35])([CH3:34])[CH3:33])=[O:30])[CH2:25]1, predict the reactants needed to synthesize it. The reactants are: [O:1]=[C:2]1[NH:7][CH:6]=[CH:5][N:4]([S:8]([C:11]2[CH:17]=[CH:16][C:14]([CH3:15])=[CH:13][CH:12]=2)(=[O:10])=[O:9])[C@@H:3]1[CH2:18][C:19](O)=[O:20].[NH2:22][CH:23]1[CH2:28][CH2:27][N:26]([C:29]([O:31][C:32]([CH3:35])([CH3:34])[CH3:33])=[O:30])[CH2:25][C:24]1([CH3:37])[CH3:36].ON1C2C=CC=CC=2N=N1.Cl.CN(C)CCCN=C=NCC. (4) Given the product [Br:1][C:2]1[N:3]2[C:4]([N:18]=[N:10][C:9]3[C:11]([F:17])=[CH:12][C:13]([O:15][CH3:16])=[CH:14][C:8]=32)=[C:5]([CH3:7])[N:6]=1, predict the reactants needed to synthesize it. The reactants are: [Br:1][C:2]1[N:3]([C:8]2[CH:14]=[C:13]([O:15][CH3:16])[CH:12]=[C:11]([F:17])[C:9]=2[NH2:10])[CH:4]=[C:5]([CH3:7])[N:6]=1.[N:18]([O-])=O.[Na+].O.C(=O)(O)[O-].[Na+].